This data is from Full USPTO retrosynthesis dataset with 1.9M reactions from patents (1976-2016). The task is: Predict the reactants needed to synthesize the given product. (1) Given the product [Br:1][C:2]1[CH:6]=[C:5]([N:7]2[CH2:12][CH2:11][CH2:10][CH2:9][CH:8]2[CH2:13][OH:14])[S:4][C:3]=1[CH:22]=[O:23], predict the reactants needed to synthesize it. The reactants are: [Br:1][C:2]1[CH:6]=[C:5]([N:7]2[CH2:12][CH2:11][CH2:10][CH2:9][CH:8]2[CH2:13][O:14][Si](C(C)(C)C)(C)C)[S:4][C:3]=1[CH:22]=[O:23].Cl.O1CCOCC1. (2) Given the product [CH2:1]([CH:5]([CH2:11][C:12]1[CH:17]=[CH:16][C:15]([O:18][CH2:19][CH2:20][OH:21])=[CH:14][CH:13]=1)[C:6]([O:8][CH2:9][CH3:10])=[O:7])[CH2:2][CH2:3][CH3:4], predict the reactants needed to synthesize it. The reactants are: [CH2:1]([CH:5]([CH2:11][C:12]1[CH:17]=[CH:16][C:15]([O:18][CH2:19][CH2:20][O:21]C2CCCCO2)=[CH:14][CH:13]=1)[C:6]([O:8][CH2:9][CH3:10])=[O:7])[CH2:2][CH2:3][CH3:4].O.C1(C)C=CC(S(O)(=O)=O)=CC=1. (3) The reactants are: [Cl:1][C:2]1[CH:3]=[C:4]([CH:20]=[CH:21][CH:22]=1)[CH2:5][NH:6][C:7](=[O:19])[C:8]1[CH:13]=[CH:12][C:11]([CH:14]=O)=[C:10]([N+:16]([O-])=O)[CH:9]=1.[N:23]1[CH:28]=[CH:27][CH:26]=[CH:25][C:24]=1[CH:29]([CH2:32][C:33]1[CH:38]=[CH:37][CH:36]=[CH:35][N:34]=1)[CH2:30][NH2:31].N1C2C(=CC=CC=2)C=N1. Given the product [Cl:1][C:2]1[CH:3]=[C:4]([CH:20]=[CH:21][CH:22]=1)[CH2:5][NH:6][C:7]([C:8]1[CH:13]=[CH:12][C:11]2[C:10]([CH:9]=1)=[N:16][N:31]([CH2:30][CH:29]([C:24]1[CH:25]=[CH:26][CH:27]=[CH:28][N:23]=1)[CH2:32][C:33]1[CH:38]=[CH:37][CH:36]=[CH:35][N:34]=1)[CH:14]=2)=[O:19], predict the reactants needed to synthesize it. (4) The reactants are: [Br:1][C:2]1[CH:7]=[C:6]([O:8][CH3:9])[C:5]([O:10][CH3:11])=[CH:4][C:3]=1[CH2:12][CH2:13][NH2:14].[C:15](Cl)(=[O:25])[C:16]1[C:17](=[CH:21][CH:22]=[CH:23][CH:24]=1)[C:18](Cl)=[O:19].CCN(C(C)C)C(C)C. Given the product [Br:1][C:2]1[CH:7]=[C:6]([O:8][CH3:9])[C:5]([O:10][CH3:11])=[CH:4][C:3]=1[CH2:12][CH2:13][N:14]1[C:18](=[O:19])[C:17]2=[CH:21][CH:22]=[CH:23][CH:24]=[C:16]2[C:15]1=[O:25], predict the reactants needed to synthesize it. (5) Given the product [F:43][CH:42]([F:44])[CH2:41][N:26]1[C:14]2[C:15]([O:17][C@@H:18]([C@H:20]3[CH2:24][NH:23][C:22](=[O:25])[CH2:21]3)[CH3:19])=[N:16][C:11]([C:5]3[CH:6]=[CH:7][C:8]([O:9][CH3:10])=[C:3]([O:2][CH3:1])[CH:4]=3)=[CH:12][C:13]=2[N:28]=[CH:27]1, predict the reactants needed to synthesize it. The reactants are: [CH3:1][O:2][C:3]1[CH:4]=[C:5]([C:11]2[N:16]=[C:15]([O:17][C@@H:18]([C@H:20]3[CH2:24][NH:23][C:22](=[O:25])[CH2:21]3)[CH3:19])[C:14]3[NH:26][CH:27]=[N:28][C:13]=3[CH:12]=2)[CH:6]=[CH:7][C:8]=1[O:9][CH3:10].C([O-])([O-])=O.[Cs+].[Cs+].FC(F)(F)S(O[CH2:41][CH:42]([F:44])[F:43])(=O)=O.